From a dataset of Full USPTO retrosynthesis dataset with 1.9M reactions from patents (1976-2016). Predict the reactants needed to synthesize the given product. (1) Given the product [N+:12]([C:8]1[CH:7]=[C:6]2[C:11]([CH:2]([CH3:1])[CH2:3][CH2:4][NH:5]2)=[CH:10][CH:9]=1)([O-:14])=[O:13], predict the reactants needed to synthesize it. The reactants are: [CH3:1][CH:2]1[C:11]2[C:6](=[CH:7][CH:8]=[CH:9][CH:10]=2)[NH:5][CH2:4][CH2:3]1.[N+:12]([O-])([OH:14])=[O:13]. (2) Given the product [C:10]([OH:15])(=[O:14])[C:11]([CH3:13])=[CH2:12].[NH2:7][C:8]([O:31][CH2:24][CH3:23])=[O:9], predict the reactants needed to synthesize it. The reactants are: N#N.O=O.O=O.[N-:7]=[C:8]=[O:9].[C:10]([O:15]CCO)(=[O:14])[C:11]([CH3:13])=[CH2:12].C([C:23]1C=C(C)C=C(C)[C:24]=1[OH:31])(C)(C)C. (3) Given the product [C:1]([O:5][C:6]([NH:8][C@H:9]1[CH2:14][C@@H:13]([CH3:15])[CH2:12][NH:11][CH2:10]1)=[O:7])([CH3:4])([CH3:2])[CH3:3], predict the reactants needed to synthesize it. The reactants are: [C:1]([O:5][C:6]([NH:8][C@H:9]1[CH2:14][C@@H:13]([CH3:15])[CH2:12][N:11](CC2C=CC=CC=2)[CH2:10]1)=[O:7])([CH3:4])([CH3:3])[CH3:2].